Dataset: Forward reaction prediction with 1.9M reactions from USPTO patents (1976-2016). Task: Predict the product of the given reaction. (1) Given the reactants [N:1]1[C:10]2[CH:9]([NH:11][CH2:12][CH2:13][CH2:14][CH2:15][N:16]3C(=O)C4C(=CC=CC=4)C3=O)[CH2:8][CH2:7][CH2:6][C:5]=2[CH:4]=[CH:3][CH:2]=1.Cl[CH2:28][C:29]1[NH:33][C:32]2[CH:34]=[CH:35][CH:36]=[C:37]([CH3:38])[C:31]=2[N:30]=1.C(N(CC)C(C)C)(C)C.[I-].[K+], predict the reaction product. The product is: [CH3:38][C:37]1[C:31]2[N:30]=[C:29]([CH2:28][N:11]([CH:9]3[C:10]4[N:1]=[CH:2][CH:3]=[CH:4][C:5]=4[CH2:6][CH2:7][CH2:8]3)[CH2:12][CH2:13][CH2:14][CH2:15][NH2:16])[NH:33][C:32]=2[CH:34]=[CH:35][CH:36]=1. (2) Given the reactants S(O)(O)(=O)=O.[CH3:6][S:7][C:8](=[NH:10])[NH2:9].[Cl:11][CH2:12][C:13](=O)[CH2:14][C:15](OCC)=[O:16].C(=O)([O-])[O-].[Na+].[Na+], predict the reaction product. The product is: [Cl:11][CH2:12][C:13]1[N:9]=[C:8]([S:7][CH3:6])[N:10]=[C:15]([OH:16])[CH:14]=1. (3) Given the reactants [C:1](Cl)(=[O:9])[O:2][C:3]1[CH:8]=[CH:7][CH:6]=[CH:5][CH:4]=1.N1C=CC=CC=1.[N:17]1[CH:22]=[CH:21][CH:20]=[C:19]([NH2:23])[N:18]=1, predict the reaction product. The product is: [N:17]1[CH:22]=[CH:21][CH:20]=[C:19]([NH:23][C:1](=[O:9])[O:2][C:3]2[CH:8]=[CH:7][CH:6]=[CH:5][CH:4]=2)[N:18]=1.